Dataset: Reaction yield outcomes from USPTO patents with 853,638 reactions. Task: Predict the reaction yield, written as a fraction of the theoretical maximum amount of product (1.0 means a 100% yield; for example, 0.34 means a 34% yield). (1) The reactants are [Cl:18][C:15]1[CH:16]=[CH:17][C:11]([S:10][S:10][C:11]2[CH:17]=[CH:16][C:15]([Cl:18])=[CH:14][C:12]=2[NH2:13])=[C:12]([CH:14]=1)[NH2:13].[C:19]([O:23][CH3:24])(=[O:22])[CH:20]=[CH2:21].C([O-])([O-])=O.[K+].[K+].O.O.OCS([O-])=O.[Na+]. The catalyst is CN(C=O)C.O. The product is [NH2:13][C:12]1[CH:14]=[C:15]([Cl:18])[CH:16]=[CH:17][C:11]=1[S:10][CH2:21][CH2:20][C:19]([O:23][CH3:24])=[O:22]. The yield is 0.760. (2) The reactants are [C:1]([NH:9][NH2:10])(=[O:8])[C:2]1[CH:7]=[CH:6][CH:5]=[CH:4][CH:3]=1.[CH3:11][C:12]([CH3:14])=O.C(O)(C(F)(F)F)=O.C([SiH](CC)CC)C. The catalyst is CCCCCC. The product is [CH:12]([NH:10][NH:9][C:1](=[O:8])[C:2]1[CH:7]=[CH:6][CH:5]=[CH:4][CH:3]=1)([CH3:14])[CH3:11]. The yield is 0.710. (3) The reactants are [CH3:1][O:2][CH2:3][CH2:4][NH:5][CH2:6][CH2:7][NH2:8].[N:9]#[C:10][Br:11]. No catalyst specified. The product is [BrH:11].[CH3:1][O:2][CH2:3][CH2:4][N:5]1[CH2:6][CH2:7][N:8]=[C:10]1[NH2:9]. The yield is 0.880. (4) The yield is 0.950. The catalyst is CN(C=O)C.O. The product is [CH2:1]([O:3][C:4](=[O:17])[CH2:5][N:6]([S:7]([C:10]1[CH:15]=[CH:14][C:13]([F:16])=[CH:12][CH:11]=1)(=[O:9])=[O:8])[CH3:18])[CH3:2]. The reactants are [CH2:1]([O:3][C:4](=[O:17])[CH2:5][NH:6][S:7]([C:10]1[CH:15]=[CH:14][C:13]([F:16])=[CH:12][CH:11]=1)(=[O:9])=[O:8])[CH3:2].[C:18](=O)([O-])[O-].[K+].[K+].IC. (5) The reactants are [O:1]1[C:5]2([CH2:10][CH2:9][CH:8]([OH:11])[CH2:7][CH2:6]2)[O:4][CH2:3][CH2:2]1.[H-].[Na+].Cl[C:15]1[N:20]=[CH:19][CH:18]=[CH:17][N:16]=1. The catalyst is CN(C=O)C. The product is [O:1]1[C:5]2([CH2:10][CH2:9][CH:8]([O:11][C:15]3[N:20]=[CH:19][CH:18]=[CH:17][N:16]=3)[CH2:7][CH2:6]2)[O:4][CH2:3][CH2:2]1. The yield is 0.970. (6) The reactants are [CH3:1][N:2]([CH3:18])[C:3]1[CH:8]=[C:7]([NH:9][C:10]2[CH:15]=[CH:14][C:13]([CH3:16])=[CH:12][CH:11]=2)[N:6]=[C:5]([NH2:17])[N:4]=1.[C:19]1([CH2:25][C:26](Cl)=[O:27])[CH:24]=[CH:23][CH:22]=[CH:21][CH:20]=1.C(N(CC)CC)C. The catalyst is C(Cl)Cl. The product is [CH3:18][N:2]([CH3:1])[C:3]1[CH:8]=[C:7]([NH:9][C:10]2[CH:15]=[CH:14][C:13]([CH3:16])=[CH:12][CH:11]=2)[N:6]=[C:5]([NH:17][C:26](=[O:27])[CH2:25][C:19]2[CH:24]=[CH:23][CH:22]=[CH:21][CH:20]=2)[N:4]=1. The yield is 0.330. (7) The reactants are C([NH:5][S:6]([C:9]1[CH:14]=[CH:13][CH:12]=[C:11]([C:15]2[CH:20]=[C:19]([C:21]3[CH:26]=[C:25]([C:27]4[CH:32]=[CH:31][C:30]([C:33]([F:36])([F:35])[F:34])=[CH:29][CH:28]=4)[CH:24]=[C:23]([CH3:37])[N:22]=3)[CH:18]=[CH:17][N:16]=2)[CH:10]=1)(=[O:8])=[O:7])(C)(C)C.C(O)(C(F)(F)F)=O. The catalyst is ClCCl. The product is [CH3:37][C:23]1[N:22]=[C:21]([C:19]2[CH:18]=[CH:17][N:16]=[C:15]([C:11]3[CH:10]=[C:9]([S:6]([NH2:5])(=[O:8])=[O:7])[CH:14]=[CH:13][CH:12]=3)[CH:20]=2)[CH:26]=[C:25]([C:27]2[CH:32]=[CH:31][C:30]([C:33]([F:36])([F:34])[F:35])=[CH:29][CH:28]=2)[CH:24]=1. The yield is 0.940. (8) The reactants are [Br:1][C:2]1[CH:10]=[CH:9][C:8]([S:11]([CH:14]([CH3:16])[CH3:15])(=[O:13])=[O:12])=[CH:7][C:3]=1[C:4](O)=[O:5].C[N:18](C(ON1N=NC2C=CC=NC1=2)=[N+](C)C)C.F[P-](F)(F)(F)(F)F.C(N(C(C)C)CC)(C)C. The catalyst is CN(C=O)C. The product is [Br:1][C:2]1[CH:10]=[CH:9][C:8]([S:11]([CH:14]([CH3:16])[CH3:15])(=[O:13])=[O:12])=[CH:7][C:3]=1[C:4]([NH2:18])=[O:5]. The yield is 0.590. (9) The reactants are C1C2C(=CC=CC=2)C=CC=1[C:11]1[CH:12]=[C:13]([CH:24]=[CH:25][CH:26]=1)[CH2:14][C:15]1[CH:23]=[CH:22][CH:21]=[CH:20][C:16]=1[C:17]([OH:19])=O.F. No catalyst specified. The product is [C:11]1([C:11]2[CH:26]=[CH:25][C:24]3[C:17](=[O:19])[C:16]4[C:15](=[CH:23][CH:22]=[CH:21][CH:20]=4)[CH2:14][C:13]=3[CH:12]=2)[CH:12]=[CH:13][CH:24]=[CH:25][CH:26]=1. The yield is 0.610. (10) The reactants are Cl[C:2]1[CH:7]=[C:6]([O:8][C:9]2[CH:10]=[CH:11][C:12]([NH:16][C:17]([N:19]3[CH2:23][CH2:22][N:21]([CH:24]4[CH2:29][CH2:28][O:27][CH2:26][CH2:25]4)[C:20]3=[O:30])=[O:18])=[N:13][C:14]=2[CH3:15])[CH:5]=[CH:4][N:3]=1.CC1(C)C(C)(C)OB([C:39]2[CH:40]=[N:41][NH:42][CH:43]=2)O1.C([O-])([O-])=O.[K+].[K+]. The catalyst is O1CCOCC1.O.C1C=CC([P]([Pd]([P](C2C=CC=CC=2)(C2C=CC=CC=2)C2C=CC=CC=2)([P](C2C=CC=CC=2)(C2C=CC=CC=2)C2C=CC=CC=2)[P](C2C=CC=CC=2)(C2C=CC=CC=2)C2C=CC=CC=2)(C2C=CC=CC=2)C2C=CC=CC=2)=CC=1. The product is [NH:41]1[CH:40]=[C:39]([C:2]2[CH:7]=[C:6]([O:8][C:9]3[CH:10]=[CH:11][C:12]([NH:16][C:17]([N:19]4[CH2:23][CH2:22][N:21]([CH:24]5[CH2:29][CH2:28][O:27][CH2:26][CH2:25]5)[C:20]4=[O:30])=[O:18])=[N:13][C:14]=3[CH3:15])[CH:5]=[CH:4][N:3]=2)[CH:43]=[N:42]1. The yield is 0.560.